From a dataset of Forward reaction prediction with 1.9M reactions from USPTO patents (1976-2016). Predict the product of the given reaction. The product is: [CH3:1][C:2]1([CH3:19])[C:6]([C:7]2[CH:8]=[C:9]([CH:14]=[C:15]([F:18])[C:16]=2[O:17][S:27]([C:30]([F:33])([F:32])[F:31])(=[O:29])=[O:28])[C:10]([O:12][CH3:13])=[O:11])=[CH:5][CH2:4][CH2:3]1. Given the reactants [CH3:1][C:2]1([CH3:19])[C:6]([C:7]2[CH:8]=[C:9]([CH:14]=[C:15]([F:18])[C:16]=2[OH:17])[C:10]([O:12][CH3:13])=[O:11])=[CH:5][CH2:4][CH2:3]1.C1C=CC(N([S:27]([C:30]([F:33])([F:32])[F:31])(=[O:29])=[O:28])[S:27]([C:30]([F:33])([F:32])[F:31])(=[O:29])=[O:28])=CC=1, predict the reaction product.